Dataset: TCR-epitope binding with 47,182 pairs between 192 epitopes and 23,139 TCRs. Task: Binary Classification. Given a T-cell receptor sequence (or CDR3 region) and an epitope sequence, predict whether binding occurs between them. (1) The epitope is YVLDHLIVV. The TCR CDR3 sequence is CASSLGQGFGNQPQHF. Result: 0 (the TCR does not bind to the epitope). (2) The epitope is KLWAQCVQL. The TCR CDR3 sequence is CASSFTSDRETQYF. Result: 1 (the TCR binds to the epitope). (3) The epitope is PKYVKQNTLKLAT. The TCR CDR3 sequence is CSAIRTSGTGTQYF. Result: 1 (the TCR binds to the epitope). (4) The epitope is LPRRSGAAGA. Result: 0 (the TCR does not bind to the epitope). The TCR CDR3 sequence is CASSQDIDSYQETQYF. (5) The epitope is RIFTIGTVTLK. The TCR CDR3 sequence is CASSTTGPQTPLHF. Result: 0 (the TCR does not bind to the epitope).